This data is from Reaction yield outcomes from USPTO patents with 853,638 reactions. The task is: Predict the reaction yield, written as a fraction of the theoretical maximum amount of product (1.0 means a 100% yield; for example, 0.34 means a 34% yield). (1) The reactants are [CH3:1][N:2]([CH3:7])[CH2:3][C:4](O)=[O:5].O=C1N(P(Cl)(N2CCOC2=O)=O)CCO1.CCN(CC)CC.[F:30][C:31]([F:36])([F:35])[C:32]([OH:34])=[O:33].[CH3:37][C:38]1([CH3:66])[CH2:43][CH2:42][C:41]([C:44]2[N:49]=[C:48]([CH:50]3[CH2:55][CH2:54][NH:53][CH2:52][CH2:51]3)[CH:47]=[CH:46][C:45]=2[NH:56][C:57]([C:59]2[NH:60][CH:61]=[C:62]([C:64]#[N:65])[N:63]=2)=[O:58])=[CH:40][CH2:39]1. The catalyst is C(Cl)Cl. The product is [F:30][C:31]([F:36])([F:35])[C:32]([OH:34])=[O:33].[CH3:1][N:2]([CH3:7])[CH2:3][C:4]([N:53]1[CH2:54][CH2:55][CH:50]([C:48]2[CH:47]=[CH:46][C:45]([NH:56][C:57]([C:59]3[NH:60][CH:61]=[C:62]([C:64]#[N:65])[N:63]=3)=[O:58])=[C:44]([C:41]3[CH2:42][CH2:43][C:38]([CH3:66])([CH3:37])[CH2:39][CH:40]=3)[N:49]=2)[CH2:51][CH2:52]1)=[O:5]. The yield is 0.530. (2) The reactants are [CH3:13][C:12](OC(OC(O[C:12]([CH3:15])([CH3:14])[CH3:13])=O)=O)([CH3:15])[CH3:14].CN(C1C=[CH:23][CH:22]=[CH:21]N=1)C.[CH2:25]([S:27]([N:30]1[CH2:35][CH2:34][CH:33]([C:36]2[C:44]3[C:39](=[C:40]([C:46]([NH2:48])=[O:47])[CH:41]=[C:42]([OH:45])[CH:43]=3)[NH:38][CH:37]=2)[CH2:32][CH2:31]1)(=[O:29])=[O:28])[CH3:26]. The catalyst is C(Cl)Cl. The product is [CH2:25]([S:27]([N:30]1[CH2:31][CH2:32][CH:33]([C:36]2[C:44]3[C:39](=[C:40]([C:46]([NH2:48])=[O:47])[CH:41]=[C:42]([O:45][CH2:15][C:12]4[CH:13]=[CH:23][CH:22]=[CH:21][CH:14]=4)[CH:43]=3)[NH:38][CH:37]=2)[CH2:34][CH2:35]1)(=[O:29])=[O:28])[CH3:26]. The yield is 0.640. (3) The reactants are [Br:1][C:2]1[C:3]([N:18]2[CH2:23][CH2:22][CH2:21][C@@H:20]([NH:24]C(=O)OC(C)(C)C)[CH2:19]2)=[C:4]2[C:10]([NH:11][C:12](=[O:17])[CH2:13][CH:14]3[CH2:16][CH2:15]3)=[CH:9][NH:8][C:5]2=[N:6][CH:7]=1.[ClH:32]. The catalyst is C(O)(C(F)(F)F)=O.C(Cl)Cl.CCOCC. The product is [ClH:32].[NH2:24][C@@H:20]1[CH2:21][CH2:22][CH2:23][N:18]([C:3]2[C:2]([Br:1])=[CH:7][N:6]=[C:5]3[NH:8][CH:9]=[C:10]([NH:11][C:12](=[O:17])[CH2:13][CH:14]4[CH2:15][CH2:16]4)[C:4]=23)[CH2:19]1. The yield is 0.420. (4) The reactants are [C:1](=[O:23])([O:20][CH2:21][CH3:22])[O:2][C:3]1[CH:8]=[CH:7][C:6]([CH3:9])=[CH:5][C:4]=1[CH:10]1[CH:17]2[CH2:18][CH:13]3[CH2:14][CH:15]([CH2:19][CH:11]1[CH2:12]3)[CH2:16]2.[N+:24]([O-])([O-:26])=[O:25].[K+]. The catalyst is OS(O)(=O)=O. The product is [C:1](=[O:23])([O:20][CH2:21][CH3:22])[O:2][C:3]1[CH:8]=[C:7]([N+:24]([O-:26])=[O:25])[C:6]([CH3:9])=[CH:5][C:4]=1[CH:10]1[CH:11]2[CH2:19][CH:15]3[CH2:14][CH:13]([CH2:18][CH:17]1[CH2:16]3)[CH2:12]2. The yield is 0.250. (5) The reactants are C(C1C=CC([C@H]2C[C@@H](C(F)(F)F)N3N=CC(C(OCC)=O)=C3N2)=CC=1)C.[CH2:27]([C:29]1[CH:34]=[CH:33][C:32]([C:35]2[CH:40]=[C:39]([CH:41]([CH3:43])[CH3:42])[N:38]3[N:44]=[CH:45][C:46]([C:47]([O:49][CH2:50][CH3:51])=[O:48])=[C:37]3[N:36]=2)=[CH:31][CH:30]=1)[CH3:28].[BH4-].[Na+]. No catalyst specified. The product is [CH2:27]([C:29]1[CH:30]=[CH:31][C:32]([C@H:35]2[CH2:40][C@@H:39]([CH:41]([CH3:43])[CH3:42])[N:38]3[N:44]=[CH:45][C:46]([C:47]([O:49][CH2:50][CH3:51])=[O:48])=[C:37]3[NH:36]2)=[CH:33][CH:34]=1)[CH3:28]. The yield is 0.690.